Dataset: NCI-60 drug combinations with 297,098 pairs across 59 cell lines. Task: Regression. Given two drug SMILES strings and cell line genomic features, predict the synergy score measuring deviation from expected non-interaction effect. Drug 1: CC1=C(N=C(N=C1N)C(CC(=O)N)NCC(C(=O)N)N)C(=O)NC(C(C2=CN=CN2)OC3C(C(C(C(O3)CO)O)O)OC4C(C(C(C(O4)CO)O)OC(=O)N)O)C(=O)NC(C)C(C(C)C(=O)NC(C(C)O)C(=O)NCCC5=NC(=CS5)C6=NC(=CS6)C(=O)NCCC[S+](C)C)O. Drug 2: N.N.Cl[Pt+2]Cl. Cell line: HCT116. Synergy scores: CSS=61.6, Synergy_ZIP=-4.95, Synergy_Bliss=-5.85, Synergy_Loewe=-2.43, Synergy_HSA=1.03.